This data is from NCI-60 drug combinations with 297,098 pairs across 59 cell lines. The task is: Regression. Given two drug SMILES strings and cell line genomic features, predict the synergy score measuring deviation from expected non-interaction effect. (1) Drug 1: CCC1=CC2CC(C3=C(CN(C2)C1)C4=CC=CC=C4N3)(C5=C(C=C6C(=C5)C78CCN9C7C(C=CC9)(C(C(C8N6C)(C(=O)OC)O)OC(=O)C)CC)OC)C(=O)OC.C(C(C(=O)O)O)(C(=O)O)O. Drug 2: C1=CC(=CC=C1C#N)C(C2=CC=C(C=C2)C#N)N3C=NC=N3. Cell line: NCI-H522. Synergy scores: CSS=58.3, Synergy_ZIP=-2.17, Synergy_Bliss=-1.03, Synergy_Loewe=-29.9, Synergy_HSA=1.44. (2) Drug 1: C1CN1P(=S)(N2CC2)N3CC3. Drug 2: CC1=C(N=C(N=C1N)C(CC(=O)N)NCC(C(=O)N)N)C(=O)NC(C(C2=CN=CN2)OC3C(C(C(C(O3)CO)O)O)OC4C(C(C(C(O4)CO)O)OC(=O)N)O)C(=O)NC(C)C(C(C)C(=O)NC(C(C)O)C(=O)NCCC5=NC(=CS5)C6=NC(=CS6)C(=O)NCCC[S+](C)C)O. Cell line: NCI-H522. Synergy scores: CSS=24.7, Synergy_ZIP=-7.55, Synergy_Bliss=-3.90, Synergy_Loewe=0.957, Synergy_HSA=1.74. (3) Drug 1: CC1=C2C(C(=O)C3(C(CC4C(C3C(C(C2(C)C)(CC1OC(=O)C(C(C5=CC=CC=C5)NC(=O)OC(C)(C)C)O)O)OC(=O)C6=CC=CC=C6)(CO4)OC(=O)C)OC)C)OC. Drug 2: C1=NC2=C(N1)C(=S)N=CN2. Cell line: LOX IMVI. Synergy scores: CSS=29.6, Synergy_ZIP=-5.96, Synergy_Bliss=-11.4, Synergy_Loewe=-13.2, Synergy_HSA=-8.92. (4) Drug 1: C1CN1P(=S)(N2CC2)N3CC3. Drug 2: CC12CCC3C(C1CCC2O)C(CC4=C3C=CC(=C4)O)CCCCCCCCCS(=O)CCCC(C(F)(F)F)(F)F. Cell line: HL-60(TB). Synergy scores: CSS=68.5, Synergy_ZIP=0.164, Synergy_Bliss=2.38, Synergy_Loewe=-11.3, Synergy_HSA=-0.852.